This data is from NCI-60 drug combinations with 297,098 pairs across 59 cell lines. The task is: Regression. Given two drug SMILES strings and cell line genomic features, predict the synergy score measuring deviation from expected non-interaction effect. (1) Drug 1: CC1=CC=C(C=C1)C2=CC(=NN2C3=CC=C(C=C3)S(=O)(=O)N)C(F)(F)F. Drug 2: C1CN(CCN1C(=O)CCBr)C(=O)CCBr. Cell line: OVCAR-8. Synergy scores: CSS=14.2, Synergy_ZIP=-6.95, Synergy_Bliss=-0.521, Synergy_Loewe=-7.42, Synergy_HSA=-0.809. (2) Drug 1: CC(CN1CC(=O)NC(=O)C1)N2CC(=O)NC(=O)C2. Drug 2: CN(C(=O)NC(C=O)C(C(C(CO)O)O)O)N=O. Cell line: CCRF-CEM. Synergy scores: CSS=63.0, Synergy_ZIP=-0.444, Synergy_Bliss=0.669, Synergy_Loewe=-21.9, Synergy_HSA=1.29. (3) Drug 1: C1=CC(=CC=C1C#N)C(C2=CC=C(C=C2)C#N)N3C=NC=N3. Drug 2: CC1=C(C(=O)C2=C(C1=O)N3CC4C(C3(C2COC(=O)N)OC)N4)N. Cell line: HOP-62. Synergy scores: CSS=45.3, Synergy_ZIP=1.74, Synergy_Bliss=1.06, Synergy_Loewe=-14.9, Synergy_HSA=1.53. (4) Drug 1: CNC(=O)C1=CC=CC=C1SC2=CC3=C(C=C2)C(=NN3)C=CC4=CC=CC=N4. Drug 2: CC1=CC2C(CCC3(C2CCC3(C(=O)C)OC(=O)C)C)C4(C1=CC(=O)CC4)C. Cell line: KM12. Synergy scores: CSS=2.33, Synergy_ZIP=-5.41, Synergy_Bliss=-10.4, Synergy_Loewe=-24.6, Synergy_HSA=-10.2.